Dataset: Forward reaction prediction with 1.9M reactions from USPTO patents (1976-2016). Task: Predict the product of the given reaction. The product is: [CH3:14][CH:15]([O:28][C:4]1[CH:5]=[C:6]([C:12]#[N:13])[C:7](=[CH:10][CH:11]=1)[C:8]#[N:9])[CH2:16][CH2:17][CH2:18][CH2:19][CH2:20][CH2:21][CH2:22][CH2:23][CH2:24][CH2:25][CH2:26][CH3:27]. Given the reactants [N+]([C:4]1[CH:5]=[C:6]([C:12]#[N:13])[C:7](=[CH:10][CH:11]=1)[C:8]#[N:9])([O-])=O.[CH3:14][CH:15]([OH:28])[CH2:16][CH2:17][CH2:18][CH2:19][CH2:20][CH2:21][CH2:22][CH2:23][CH2:24][CH2:25][CH2:26][CH3:27].[OH-].[Li+], predict the reaction product.